The task is: Predict the reaction yield, written as a fraction of the theoretical maximum amount of product (1.0 means a 100% yield; for example, 0.34 means a 34% yield).. This data is from Reaction yield outcomes from USPTO patents with 853,638 reactions. (1) The reactants are [OH-].[Na+].C([O:5][C:6](=[O:15])[C:7]1[C:12]([Cl:13])=[CH:11][C:10]([Cl:14])=[N:9][CH:8]=1)C.C1COCC1.CO.O.Cl. The catalyst is CCOC(C)=O.CCOCC. The product is [Cl:13][C:12]1[C:7]([C:6]([OH:15])=[O:5])=[CH:8][N:9]=[C:10]([Cl:14])[CH:11]=1. The yield is 0.960. (2) The reactants are Cl[CH2:2][CH2:3][O:4][C:5]1[CH:6]=[C:7]([C:11]2[CH:12]=[C:13]3[C:18](=[CH:19][CH:20]=2)[N:17]=[C:16]([C:21]2[CH:22]=[N:23][CH:24]=[CH:25][CH:26]=2)[N:15]=[C:14]3[NH:27][CH3:28])[CH:8]=[CH:9][CH:10]=1.[CH3:29][O-:30].[Na+]. The catalyst is CO. The product is [CH3:29][O:30][CH2:2][CH2:3][O:4][C:5]1[CH:6]=[C:7]([C:11]2[CH:12]=[C:13]3[C:18](=[CH:19][CH:20]=2)[N:17]=[C:16]([C:21]2[CH:22]=[N:23][CH:24]=[CH:25][CH:26]=2)[N:15]=[C:14]3[NH:27][CH3:28])[CH:8]=[CH:9][CH:10]=1. The yield is 0.290. (3) The reactants are [Cl:1][C:2]1[CH:7]=[C:6]([N+:8]([O-])=O)[CH:5]=[CH:4][C:3]=1[N:11]1[CH2:16][CH2:15][N:14]([C:17](=[O:21])[CH:18]([CH3:20])[CH3:19])[CH2:13][CH2:12]1. The catalyst is CCO. The product is [NH2:8][C:6]1[CH:5]=[CH:4][C:3]([N:11]2[CH2:16][CH2:15][N:14]([C:17](=[O:21])[CH:18]([CH3:19])[CH3:20])[CH2:13][CH2:12]2)=[C:2]([Cl:1])[CH:7]=1. The yield is 0.990. (4) The reactants are [C:1]([O:5][C:6](=[O:21])[NH:7][CH:8]([C:10]1[CH:15]=[C:14]([Cl:16])[C:13]([CH3:17])=[C:12](Br)[C:11]=1[O:19][CH3:20])[CH3:9])([CH3:4])([CH3:3])[CH3:2].CO[CH2:24][CH2:25]OC.C(=O)([O-])[O-].[K+].[K+].N1C=CC=CC=1.C(B1OB(C=C)OB(C=C)O1)=C. The catalyst is O.CCOC(C)=O.C1C=CC([P]([Pd]([P](C2C=CC=CC=2)(C2C=CC=CC=2)C2C=CC=CC=2)([P](C2C=CC=CC=2)(C2C=CC=CC=2)C2C=CC=CC=2)[P](C2C=CC=CC=2)(C2C=CC=CC=2)C2C=CC=CC=2)(C2C=CC=CC=2)C2C=CC=CC=2)=CC=1. The product is [C:1]([O:5][C:6](=[O:21])[NH:7][CH:8]([C:10]1[CH:15]=[C:14]([Cl:16])[C:13]([CH3:17])=[C:12]([CH:24]=[CH2:25])[C:11]=1[O:19][CH3:20])[CH3:9])([CH3:4])([CH3:3])[CH3:2]. The yield is 1.00. (5) The catalyst is O. The product is [Cl:18][C:11]1[C:12]([CH2:13][C:14]([OH:16])=[O:15])=[C:7]([Cl:6])[N:8]=[C:9]([CH2:19][C:20]2[CH:21]=[CH:22][C:23]([NH:26][C:27]([C:29]3[CH:38]=[CH:37][C:36]4[C:31](=[CH:32][CH:33]=[CH:34][CH:35]=4)[CH:30]=3)=[O:28])=[CH:24][CH:25]=2)[N:10]=1. The yield is 0.150. The reactants are C1COCC1.[Cl:6][C:7]1[C:12]([CH2:13][C:14]([O:16]C)=[O:15])=[C:11]([Cl:18])[N:10]=[C:9]([CH2:19][C:20]2[CH:25]=[CH:24][C:23]([NH:26][C:27]([C:29]3[CH:38]=[CH:37][C:36]4[C:31](=[CH:32][CH:33]=[CH:34][CH:35]=4)[CH:30]=3)=[O:28])=[CH:22][CH:21]=2)[N:8]=1.[OH-].[Na+]. (6) The reactants are [CH3:1][NH:2][C:3]([C:5]1[N:6]([CH3:14])[C:7]2[C:12]([CH:13]=1)=[CH:11][CH:10]=[CH:9][CH:8]=2)=O.[H-].[H-].[H-].[H-].[Li+].[Al+3]. The catalyst is C1COCC1. The product is [CH3:14][N:6]1[C:7]2[C:12](=[CH:11][CH:10]=[CH:9][CH:8]=2)[CH:13]=[C:5]1[CH2:3][NH:2][CH3:1]. The yield is 0.930. (7) The reactants are [F:1][C:2]1[CH:27]=[C:26]([F:28])[CH:25]=[CH:24][C:3]=1[CH2:4][O:5][C:6]1[CH:11]=[C:10]([CH3:12])[N:9]([C:13]2[CH:14]=[C:15]([CH:20]=[CH:21][CH:22]=2)[C:16]([O:18][CH3:19])=[O:17])[C:8](=[O:23])[CH:7]=1.[Br:29]N1C(=O)CCC1=O. The catalyst is C(#N)C. The product is [Br:29][C:7]1[C:8](=[O:23])[N:9]([C:13]2[CH:14]=[C:15]([CH:20]=[CH:21][CH:22]=2)[C:16]([O:18][CH3:19])=[O:17])[C:10]([CH3:12])=[CH:11][C:6]=1[O:5][CH2:4][C:3]1[CH:24]=[CH:25][C:26]([F:28])=[CH:27][C:2]=1[F:1]. The yield is 0.920.